Dataset: Peptide-MHC class II binding affinity with 134,281 pairs from IEDB. Task: Regression. Given a peptide amino acid sequence and an MHC pseudo amino acid sequence, predict their binding affinity value. This is MHC class II binding data. The peptide sequence is LNYRPLLPKDRRMII. The MHC is HLA-DQA10501-DQB10201 with pseudo-sequence HLA-DQA10501-DQB10201. The binding affinity (normalized) is 0.